From a dataset of Full USPTO retrosynthesis dataset with 1.9M reactions from patents (1976-2016). Predict the reactants needed to synthesize the given product. The reactants are: [ClH:1].C[O:3][C:4]1[CH:13]=[CH:12][CH:11]=[C:10]2[C:5]=1[CH2:6][CH2:7][C@H:8]([N:14]([CH2:22][CH2:23][CH3:24])[CH2:15][CH2:16][C:17]1[S:18][CH:19]=[CH:20][CH:21]=1)[CH2:9]2.B(Br)(Br)Br.C(=O)(O)[O-].[Na+]. Given the product [CH3:24][CH2:23][CH2:22][N:14]([C@@H:8]1[CH2:9][C:10]2[CH:11]=[CH:12][CH:13]=[C:4]([OH:3])[C:5]=2[CH2:6][CH2:7]1)[CH2:15][CH2:16][C:17]1[S:18][CH:19]=[CH:20][CH:21]=1.[ClH:1], predict the reactants needed to synthesize it.